Dataset: Reaction yield outcomes from USPTO patents with 853,638 reactions. Task: Predict the reaction yield, written as a fraction of the theoretical maximum amount of product (1.0 means a 100% yield; for example, 0.34 means a 34% yield). (1) The reactants are [CH3:1][O:2][C:3]1[CH:4]=[C:5]2[C:10](=[CH:11][C:12]=1[O:13][CH3:14])[N:9]=[CH:8][CH:7]=[C:6]2[O:15][C:16]1[CH:22]=[CH:21][C:19]([NH2:20])=[C:18]([F:23])[CH:17]=1.ClC(Cl)(O[C:28](=[O:34])OC(Cl)(Cl)Cl)Cl.[CH2:36]([NH2:39])[CH2:37][CH3:38].C(=O)([O-])O.[Na+]. The catalyst is C1(C)C=CC=CC=1.C(N(CC)CC)C.ClCCl. The product is [CH3:1][O:2][C:3]1[CH:4]=[C:5]2[C:10](=[CH:11][C:12]=1[O:13][CH3:14])[N:9]=[CH:8][CH:7]=[C:6]2[O:15][C:16]1[CH:22]=[CH:21][C:19]([NH:20][C:28]([NH:39][CH2:36][CH2:37][CH3:38])=[O:34])=[C:18]([F:23])[CH:17]=1. The yield is 0.710. (2) The reactants are [C:1]([O:5][C:6](=[O:16])[NH:7][CH2:8][CH2:9][CH2:10][NH:11][C@H:12]([C:14]#[CH:15])[CH3:13])([CH3:4])([CH3:3])[CH3:2].[C:17](O[C:17]([O:19][C:20]([CH3:23])([CH3:22])[CH3:21])=[O:18])([O:19][C:20]([CH3:23])([CH3:22])[CH3:21])=[O:18].C([O-])(O)=O.[Na+]. The catalyst is C(Cl)Cl. The product is [CH3:13][C@H:12]([N:11]([CH2:10][CH2:9][CH2:8][NH:7][C:6]([O:5][C:1]([CH3:3])([CH3:2])[CH3:4])=[O:16])[C:17](=[O:18])[O:19][C:20]([CH3:23])([CH3:22])[CH3:21])[C:14]#[CH:15]. The yield is 0.860. (3) The reactants are [CH3:1][C:2]1[N:6]2[C:7]3[C:12]([CH:13]=[CH:14][C:5]2=[N:4][N:3]=1)=[C:11]([CH2:15][CH:16]=O)[CH:10]=[CH:9][CH:8]=3.COC(O)CC1C=CC=C2C=1C=CC1N2C(C)=NN=1.[CH3:37][C:38]1[CH:47]=[CH:46][C:45]2[C:40](=[CH:41][CH:42]=[CH:43][C:44]=2[N:48]2[CH2:53][CH2:52][NH:51][C@H:50](C)[CH2:49]2)[N:39]=1.C(O[BH-](OC(=O)C)OC(=O)C)(=O)C.[Na+].[Cl:69]CCCl.C(#N)C. The catalyst is C(O)(=O)C. The product is [ClH:69].[ClH:69].[CH3:1][C:2]1[N:6]2[C:7]3[C:12]([CH:13]=[CH:14][C:5]2=[N:4][N:3]=1)=[C:11]([CH2:15][CH2:16][N:51]1[CH2:52][CH2:53][N:48]([C:44]2[CH:43]=[CH:42][CH:41]=[C:40]4[C:45]=2[CH:46]=[CH:47][C:38]([CH3:37])=[N:39]4)[CH2:49][CH2:50]1)[CH:10]=[CH:9][CH:8]=3. The yield is 0.550. (4) The reactants are Br[C:2]1[CH:9]=[C:8]([F:10])[CH:7]=[CH:6][C:3]=1[C:4]#[N:5].C([Cu])#N.[Br:14][C:15]1[CH:16]=[C:17]([CH:21]=[CH:22][CH:23]=1)[C:18](Cl)=[O:19]. The catalyst is O1CCCC1.[Zn]. The product is [Br:14][C:15]1[CH:16]=[C:17]([CH:21]=[CH:22][CH:23]=1)[C:18]([C:2]1[CH:9]=[C:8]([F:10])[CH:7]=[CH:6][C:3]=1[C:4]#[N:5])=[O:19]. The yield is 0.730. (5) The reactants are [C:1]([C:4]1[C:9]([NH:10][C:11]([C:13]2[S:14][CH:15]=[C:16]([CH:18]3[CH2:21][CH2:20][CH2:19]3)[N:17]=2)=O)=[C:8]([Cl:22])[C:7]([O:23][CH3:24])=[CH:6][CH:5]=1)(=[O:3])[CH3:2].C(C1N=C(C2C=C(O)C3C(=CC(OC)=CC=3)N=2)SC=1)(C)C. No catalyst specified. The product is [Cl:22][C:8]1[C:7]([O:23][CH3:24])=[CH:6][CH:5]=[C:4]2[C:9]=1[N:10]=[C:11]([C:13]1[S:14][CH:15]=[C:16]([CH:18]3[CH2:21][CH2:20][CH2:19]3)[N:17]=1)[CH:2]=[C:1]2[OH:3]. The yield is 0.840. (6) The reactants are [CH3:1][N:2]([CH3:32])[CH2:3][CH2:4][N:5]1[CH2:10][CH2:9][CH:8]([N:11]([CH3:31])[C:12]([NH:14][C:15]2[CH:20]=[C:19]([O:21][C:22]3[CH:27]=[CH:26][C:25]([N+:28]([O-])=O)=[CH:24][CH:23]=3)[CH:18]=[CH:17][N:16]=2)=[O:13])[CH2:7][CH2:6]1. The catalyst is O1CCCC1.[OH-].[Pd+2].[OH-].[C]. The product is [NH2:28][C:25]1[CH:24]=[CH:23][C:22]([O:21][C:19]2[CH:18]=[CH:17][N:16]=[C:15]([NH:14][C:12](=[O:13])[N:11]([CH:8]3[CH2:9][CH2:10][N:5]([CH2:4][CH2:3][N:2]([CH3:1])[CH3:32])[CH2:6][CH2:7]3)[CH3:31])[CH:20]=2)=[CH:27][CH:26]=1. The yield is 0.698.